From a dataset of Forward reaction prediction with 1.9M reactions from USPTO patents (1976-2016). Predict the product of the given reaction. (1) Given the reactants [CH2:1]([C:8]1[N:9]=[C:10](Cl)[C:11]2[C:19]3[C:14](=[CH:15][C:16]([C:20]([O:22][CH3:23])=[O:21])=[CH:17][CH:18]=3)[NH:13][C:12]=2[N:24]=1)[C:2]1[CH:7]=[CH:6][CH:5]=[CH:4][CH:3]=1.CC1(C)C(C)(C)OB(/[CH:34]=[CH:35]/[CH2:36][CH2:37][N:38]2[CH2:43][CH2:42][CH2:41][CH2:40][CH2:39]2)O1.C(=O)([O-])[O-].[K+].[K+], predict the reaction product. The product is: [CH2:1]([C:8]1[N:9]=[C:10](/[CH:34]=[CH:35]/[CH2:36][CH2:37][N:38]2[CH2:43][CH2:42][CH2:41][CH2:40][CH2:39]2)[C:11]2[C:19]3[C:14](=[CH:15][C:16]([C:20]([O:22][CH3:23])=[O:21])=[CH:17][CH:18]=3)[NH:13][C:12]=2[N:24]=1)[C:2]1[CH:7]=[CH:6][CH:5]=[CH:4][CH:3]=1. (2) Given the reactants [CH3:1][C:2]1[NH:6][N:5]=[C:4]([C:7]2[CH:12]=[CH:11][CH:10]=[CH:9][CH:8]=2)[CH:3]=1.[Br:13]Br, predict the reaction product. The product is: [Br:13][C:3]1[C:4]([C:7]2[CH:8]=[CH:9][CH:10]=[CH:11][CH:12]=2)=[N:5][NH:6][C:2]=1[CH3:1]. (3) Given the reactants [Br:1][C:2]1[CH:3]=[C:4]([CH2:12][CH2:13][CH2:14]Br)[N:5]2[C:10]=1[C:9]([NH2:11])=[N:8][CH:7]=[N:6]2.[NH:16]1[CH2:21][CH2:20][O:19][CH2:18][CH2:17]1.C(N(CC)CC)C.[I-].[Na+], predict the reaction product. The product is: [Br:1][C:2]1[CH:3]=[C:4]([CH2:12][CH2:13][CH2:14][N:16]2[CH2:21][CH2:20][O:19][CH2:18][CH2:17]2)[N:5]2[C:10]=1[C:9]([NH2:11])=[N:8][CH:7]=[N:6]2.